This data is from Full USPTO retrosynthesis dataset with 1.9M reactions from patents (1976-2016). The task is: Predict the reactants needed to synthesize the given product. (1) Given the product [F:24][C:2]([F:1])([F:23])[C:3]1[CH:4]=[CH:5][C:6]([C:9]2[N:10]=[CH:11][C:12]([CH:15]([OH:22])[CH2:16][CH2:17][CH2:18][CH2:19][CH2:20][CH3:21])=[CH:13][N:14]=2)=[CH:7][CH:8]=1, predict the reactants needed to synthesize it. The reactants are: [F:1][C:2]([F:24])([F:23])[C:3]1[CH:8]=[CH:7][C:6]([C:9]2[N:14]=[CH:13][C:12]([C:15](=[O:22])[CH2:16][CH2:17][CH2:18][CH2:19][CH2:20][CH3:21])=[CH:11][N:10]=2)=[CH:5][CH:4]=1.[BH4-].[Na+]. (2) The reactants are: [F:1][C:2]([F:18])([F:17])[O:3][C:4]1[CH:5]=[C:6]([CH:10]=[CH:11][C:12]([O:14][CH2:15][CH3:16])=[O:13])[CH:7]=[CH:8][CH:9]=1. Given the product [F:1][C:2]([F:17])([F:18])[O:3][C:4]1[CH:5]=[C:6]([CH2:10][CH2:11][C:12]([O:14][CH2:15][CH3:16])=[O:13])[CH:7]=[CH:8][CH:9]=1, predict the reactants needed to synthesize it.